The task is: Predict which catalyst facilitates the given reaction.. This data is from Catalyst prediction with 721,799 reactions and 888 catalyst types from USPTO. (1) Reactant: [NH:1]1[C:10]2[C:5](=[CH:6][CH:7]=[CH:8][CH:9]=2)[CH2:4][CH2:3][CH2:2]1.[Cl:11][CH2:12][C:13](Cl)=[O:14].CCN(CC)CC. Product: [Cl:11][CH2:12][C:13]([N:1]1[C:10]2[C:5](=[CH:6][CH:7]=[CH:8][CH:9]=2)[CH2:4][CH2:3][CH2:2]1)=[O:14]. The catalyst class is: 2. (2) Reactant: C([O:3][C:4]([CH:6]1[CH2:11][CH2:10][CH:9]([CH2:12][C:13]2[NH:17][C:16]3[CH:18]=[CH:19][CH:20]=[CH:21][C:15]=3[N:14]=2)[CH2:8][CH2:7]1)=[O:5])C.[Li+].[OH-]. Product: [NH:14]1[C:15]2[CH:21]=[CH:20][CH:19]=[CH:18][C:16]=2[N:17]=[C:13]1[CH2:12][C@@H:9]1[CH2:10][CH2:11][C@H:6]([C:4]([OH:5])=[O:3])[CH2:7][CH2:8]1. The catalyst class is: 1. (3) Reactant: [Cl:1][C:2]1[CH:7]=[C:6]([Cl:8])[C:5]([NH:9][C:10]2[C:15]([F:16])=[CH:14][C:13]([F:17])=[CH:12][C:11]=2[Cl:18])=[CH:4][C:3]=1[C:19](=[O:26])[CH2:20][C:21]([O:23][CH2:24][CH3:25])=[O:22].CO[CH:29](OC)[N:30]([CH3:32])[CH3:31]. Product: [Cl:1][C:2]1[CH:7]=[C:6]([Cl:8])[C:5]([NH:9][C:10]2[C:15]([F:16])=[CH:14][C:13]([F:17])=[CH:12][C:11]=2[Cl:18])=[CH:4][C:3]=1[C:19]([C:20](=[CH:29][N:30]([CH3:32])[CH3:31])[C:21]([O:23][CH2:24][CH3:25])=[O:22])=[O:26]. The catalyst class is: 11. (4) Reactant: [Cl:1][C:2]1[CH:7]=[C:6]([O:8][C:9]2[C:15]([F:16])=[CH:14][C:12]([NH2:13])=[C:11]([F:17])[CH:10]=2)[CH:5]=[CH:4][N:3]=1.CCN(CC)CC.[F:25][C:26]1[CH:31]=[CH:30][C:29]([N:32]2[CH:37]=[CH:36][CH:35]=[C:34]([C:38](Cl)=[O:39])[C:33]2=[O:41])=[CH:28][CH:27]=1. Product: [Cl:1][C:2]1[CH:7]=[C:6]([O:8][C:9]2[C:15]([F:16])=[CH:14][C:12]([NH:13][C:38]([C:34]3[C:33](=[O:41])[N:32]([C:29]4[CH:28]=[CH:27][C:26]([F:25])=[CH:31][CH:30]=4)[CH:37]=[CH:36][CH:35]=3)=[O:39])=[C:11]([F:17])[CH:10]=2)[CH:5]=[CH:4][N:3]=1. The catalyst class is: 1. (5) Reactant: [F:1][C:2]1[CH:7]=[CH:6][C:5]([OH:8])=[CH:4][CH:3]=1.Br[CH2:10][CH:11]=[CH2:12].C(=O)([O-])[O-].[K+].[K+]. Product: [CH2:12]([O:8][C:5]1[CH:6]=[CH:7][C:2]([F:1])=[CH:3][CH:4]=1)[CH:11]=[CH2:10]. The catalyst class is: 10. (6) Reactant: [CH3:1][C@H:2]1[C@@H:12]2[CH2:13][CH2:14][C@:15]3([CH3:19])[O:17][O:18][C@:11]42[C@H:5]([C@@H:6]([CH3:20])[C:7]([O:9][C@@H:10]4[O:16]3)=[O:8])[CH2:4][CH2:3]1.O=[CH:22][C@@H:23]([C@H]([C@@H]([C@@H](CO)O)O)O)O.[BH4-].[Na+].Cl[Si](C)(C)C. Product: [CH3:22][CH2:23][O:8][C@H:7]1[O:9][C@@H:10]2[O:16][C:15]3([CH3:19])[O:17][O:18][C@@:11]42[C@@H:5]([CH2:4][CH2:3][C@@H:2]([CH3:1])[C@@H:12]4[CH2:13][CH2:14]3)[C@H:6]1[CH3:20]. The catalyst class is: 8. (7) Product: [C:1]([C:3]1[C:4]([I:17])=[C:5]([C:12]([O:14][CH2:15][CH3:16])=[O:13])[S:6][C:7]=1[NH:23][CH2:22][C:21]1[CH:24]=[CH:25][C:26]([O:28][CH3:29])=[CH:27][C:20]=1[O:19][CH3:18])#[N:2]. The catalyst class is: 7. Reactant: [C:1]([C:3]1[C:4]([I:17])=[C:5]([C:12]([O:14][CH2:15][CH3:16])=[O:13])[S:6][C:7]=1S(C)(=O)=O)#[N:2].[CH3:18][O:19][C:20]1[CH:27]=[C:26]([O:28][CH3:29])[CH:25]=[CH:24][C:21]=1[CH2:22][NH2:23].